From a dataset of Merck oncology drug combination screen with 23,052 pairs across 39 cell lines. Regression. Given two drug SMILES strings and cell line genomic features, predict the synergy score measuring deviation from expected non-interaction effect. (1) Cell line: NCIH23. Drug 2: CCc1c2c(nc3ccc(O)cc13)-c1cc3c(c(=O)n1C2)COC(=O)C3(O)CC. Synergy scores: synergy=18.7. Drug 1: O=S1(=O)NC2(CN1CC(F)(F)F)C1CCC2Cc2cc(C=CCN3CCC(C(F)(F)F)CC3)ccc2C1. (2) Drug 1: CN1C(=O)C=CC2(C)C3CCC4(C)C(NC(=O)OCC(F)(F)F)CCC4C3CCC12. Drug 2: COC1=C2CC(C)CC(OC)C(O)C(C)C=C(C)C(OC(N)=O)C(OC)C=CC=C(C)C(=O)NC(=CC1=O)C2=O. Cell line: PA1. Synergy scores: synergy=26.7. (3) Drug 1: Cc1nc(Nc2ncc(C(=O)Nc3c(C)cccc3Cl)s2)cc(N2CCN(CCO)CC2)n1. Drug 2: CNC(=O)c1cc(Oc2ccc(NC(=O)Nc3ccc(Cl)c(C(F)(F)F)c3)cc2)ccn1. Cell line: COLO320DM. Synergy scores: synergy=4.49. (4) Drug 1: C=CCn1c(=O)c2cnc(Nc3ccc(N4CCN(C)CC4)cc3)nc2n1-c1cccc(C(C)(C)O)n1. Synergy scores: synergy=15.0. Cell line: ZR751. Drug 2: CCC1(O)C(=O)OCc2c1cc1n(c2=O)Cc2cc3c(CN(C)C)c(O)ccc3nc2-1. (5) Drug 1: N#Cc1ccc(Cn2cncc2CN2CCN(c3cccc(Cl)c3)C(=O)C2)cc1. Drug 2: O=C(NOCC(O)CO)c1ccc(F)c(F)c1Nc1ccc(I)cc1F. Cell line: RKO. Synergy scores: synergy=28.6. (6) Drug 1: CCC1=CC2CN(C1)Cc1c([nH]c3ccccc13)C(C(=O)OC)(c1cc3c(cc1OC)N(C)C1C(O)(C(=O)OC)C(OC(C)=O)C4(CC)C=CCN5CCC31C54)C2. Drug 2: NC(=O)c1cccc2cn(-c3ccc(C4CCCNC4)cc3)nc12. Cell line: OCUBM. Synergy scores: synergy=-27.4. (7) Drug 1: CCC1(O)CC2CN(CCc3c([nH]c4ccccc34)C(C(=O)OC)(c3cc4c(cc3OC)N(C)C3C(O)(C(=O)OC)C(OC(C)=O)C5(CC)C=CCN6CCC43C65)C2)C1. Drug 2: O=C(CCCCCCC(=O)Nc1ccccc1)NO. Cell line: EFM192B. Synergy scores: synergy=1.59.